From a dataset of Catalyst prediction with 721,799 reactions and 888 catalyst types from USPTO. Predict which catalyst facilitates the given reaction. (1) The catalyst class is: 14. Reactant: C(O[C:4]1[C:5](=[O:12])[C:6](=[O:11])[C:7]=1[O:8][CH2:9][CH3:10])C.[CH:13]1([NH2:16])[CH2:15][CH2:14]1.C(N(CC)CC)C. Product: [CH:13]1([NH:16][C:4]2[C:5](=[O:12])[C:6](=[O:11])[C:7]=2[O:8][CH2:9][CH3:10])[CH2:15][CH2:14]1. (2) Reactant: [CH3:1][C:2]1[C:6]([C:7]2[C:16]3[O:15][CH2:14][C@H:13]([C:17]4[CH:22]=[CH:21][CH:20]=[CH:19][N:18]=4)[N:12]4[C:23]([N:25]5[CH2:31][CH2:30][CH2:29][N:28](C(OC(C)(C)C)=O)[CH2:27][CH2:26]5)=[N:24][C:10]([C:11]=34)=[CH:9][CH:8]=2)=[C:5]([CH3:39])[O:4][N:3]=1.Cl. Product: [N:25]1([C:23]2[N:12]3[C@@H:13]([C:17]4[CH:22]=[CH:21][CH:20]=[CH:19][N:18]=4)[CH2:14][O:15][C:16]4=[C:11]3[C:10](=[CH:9][CH:8]=[C:7]4[C:6]3[C:2]([CH3:1])=[N:3][O:4][C:5]=3[CH3:39])[N:24]=2)[CH2:31][CH2:30][CH2:29][NH:28][CH2:27][CH2:26]1. The catalyst class is: 12. (3) Reactant: [C:1]([O:5][C:6]([N:8]1[CH2:12][C@H:11]([O:13]CC(=O)C(C)(C)C)[CH2:10][C@@H:9]1[C@H:21]1[O:25][C:24]([CH3:27])([CH3:26])[N:23]([C:28](=[O:30])[CH3:29])[C@H:22]1[CH2:31][C:32]1[CH:37]=[C:36]([F:38])[CH:35]=[C:34]([F:39])[CH:33]=1)=[O:7])([CH3:4])([CH3:3])[CH3:2].C(N(CC)CC)C. Product: [C:1]([O:5][C:6]([N:8]1[CH2:12][C:11](=[O:13])[CH2:10][C@@H:9]1[C@H:21]1[O:25][C:24]([CH3:26])([CH3:27])[N:23]([C:28](=[O:30])[CH3:29])[C@H:22]1[CH2:31][C:32]1[CH:33]=[C:34]([F:39])[CH:35]=[C:36]([F:38])[CH:37]=1)=[O:7])([CH3:2])([CH3:3])[CH3:4]. The catalyst class is: 148. (4) Reactant: C([S:5][CH2:6][C@:7]([N:14]=[C:15]=[O:16])([CH3:13])[C:8]([O:10]CC)=[O:9])(C)(C)C.O.C1(C)C=CC(S(O)(=O)=O)=CC=1.[OH-].[Na+]. Product: [CH3:13][C@:7]1([C:8]([OH:10])=[O:9])[CH2:6][S:5][C:15](=[O:16])[NH:14]1. The catalyst class is: 11. (5) Reactant: [CH3:1][C:2]1([C:11]([OH:13])=[O:12])[CH2:7][C:6]([CH3:9])([CH3:8])[CH2:5][C:4](=[O:10])[CH2:3]1.[CH3:14][C:15]([CH3:21])([CH2:19]C)[CH2:16][CH2:17]O.C(N=C=NC(C)C)(C)C. Product: [CH3:14][C:15]([CH3:21])([CH3:19])[CH2:16][CH2:17][O:12][C:11]([C:2]1([CH3:1])[CH2:7][C:6]([CH3:8])([CH3:9])[CH2:5][C:4](=[O:10])[CH2:3]1)=[O:13]. The catalyst class is: 79. (6) Reactant: [C:1]([O:5][C:6]([N:8]1[CH2:13][CH2:12][CH:11]([C:14]([OH:16])=O)[CH2:10][CH2:9]1)=[O:7])([CH3:4])([CH3:3])[CH3:2].[F:17][C:18]1[CH:23]=[CH:22][C:21]([N:24]2[CH2:29][CH2:28][NH:27][CH2:26][CH2:25]2)=[CH:20][C:19]=1[C:30]1[NH:34][C:33]2[CH:35]=[CH:36][CH:37]=[CH:38][C:32]=2[N:31]=1.CCN(C(C)C)C(C)C. Product: [C:1]([O:5][C:6]([N:8]1[CH2:9][CH2:10][CH:11]([C:14]([N:27]2[CH2:28][CH2:29][N:24]([C:21]3[CH:22]=[CH:23][C:18]([F:17])=[C:19]([C:30]4[NH:31][C:32]5[CH:38]=[CH:37][CH:36]=[CH:35][C:33]=5[N:34]=4)[CH:20]=3)[CH2:25][CH2:26]2)=[O:16])[CH2:12][CH2:13]1)=[O:7])([CH3:2])([CH3:3])[CH3:4]. The catalyst class is: 10. (7) Reactant: [N:1]1([CH2:7][CH2:8][CH2:9][CH2:10][N:11]2C(=O)C3C(=CC=CC=3)C2=O)[CH2:6][CH2:5][CH2:4][CH2:3][CH2:2]1.O.NN. Product: [N:1]1([CH2:7][CH2:8][CH2:9][CH2:10][NH2:11])[CH2:6][CH2:5][CH2:4][CH2:3][CH2:2]1. The catalyst class is: 14.